From a dataset of Forward reaction prediction with 1.9M reactions from USPTO patents (1976-2016). Predict the product of the given reaction. (1) Given the reactants [Br:1][C:2]1[CH:3]=[C:4]([N+:19]([O-:21])=[O:20])[C:5]([CH:8](C(OCC)=O)C(OCC)=O)=[N:6][CH:7]=1, predict the reaction product. The product is: [Br:1][C:2]1[CH:3]=[C:4]([N+:19]([O-:21])=[O:20])[C:5]([CH3:8])=[N:6][CH:7]=1. (2) Given the reactants Cl[C:2]1[N:11]=[CH:10][CH:9]=[C:8]2[C:3]=1[C:4]1[CH:16]=[C:15]([F:17])[CH:14]=[CH:13][C:5]=1[C:6](Cl)=[N:7]2.C(OC([N:25]1[C:33]2[C:28](=[CH:29][CH:30]=[CH:31][CH:32]=2)[C:27](B(O)O)=[CH:26]1)=O)(C)(C)C.C1C[O:40]CC1, predict the reaction product. The product is: [F:17][C:15]1[CH:14]=[CH:13][C:5]2[C:6]([C:27]3[C:28]4[C:33](=[CH:32][CH:31]=[CH:30][CH:29]=4)[NH:25][CH:26]=3)=[N:7][C:8]3[CH:9]=[CH:10][NH:11][C:2](=[O:40])[C:3]=3[C:4]=2[CH:16]=1. (3) Given the reactants C([O:8][C:9]1[CH:10]=[CH:11][C:12]2[C:13]3[N:21]([CH2:22][CH:23]([CH3:25])[CH3:24])[C:20]([CH2:26][CH3:27])=[N:19][C:14]=3[CH:15]=[N:16][C:17]=2[CH:18]=1)C1C=CC=CC=1.C(OC1C=CC2C3N(CC(C)C)C(CCC)=NC=3C(N)=NC=2C=1)C1C=CC=CC=1, predict the reaction product. The product is: [CH2:26]([C:20]1[N:21]([CH2:22][CH:23]([CH3:24])[CH3:25])[C:13]2[C:12]3[CH:11]=[CH:10][C:9]([OH:8])=[CH:18][C:17]=3[N:16]=[CH:15][C:14]=2[N:19]=1)[CH3:27].